This data is from Peptide-MHC class I binding affinity with 185,985 pairs from IEDB/IMGT. The task is: Regression. Given a peptide amino acid sequence and an MHC pseudo amino acid sequence, predict their binding affinity value. This is MHC class I binding data. (1) The peptide sequence is FSSPPSYF. The MHC is Mamu-B01 with pseudo-sequence Mamu-B01. The binding affinity (normalized) is 0. (2) The peptide sequence is RVDKLTQGR. The MHC is HLA-B27:05 with pseudo-sequence HLA-B27:05. The binding affinity (normalized) is 0.0847. (3) The binding affinity (normalized) is 1.00. The peptide sequence is HTIENSTANV. The MHC is HLA-A68:02 with pseudo-sequence HLA-A68:02. (4) The peptide sequence is QLAKLMATL. The MHC is HLA-A68:02 with pseudo-sequence HLA-A68:02. The binding affinity (normalized) is 0.748. (5) The peptide sequence is LEDGIYGIF. The MHC is HLA-C04:01 with pseudo-sequence HLA-C04:01. The binding affinity (normalized) is 0.213. (6) The peptide sequence is PDVTLVQY. The MHC is Mamu-B01 with pseudo-sequence Mamu-B01. The binding affinity (normalized) is 0. (7) The peptide sequence is LRYGNVLDV. The MHC is HLA-A29:02 with pseudo-sequence HLA-A29:02. The binding affinity (normalized) is 0.0847. (8) The peptide sequence is LAAPPPQRA. The MHC is HLA-A02:01 with pseudo-sequence HLA-A02:01. The binding affinity (normalized) is 0.282. (9) The peptide sequence is AVFKMSPGY. The MHC is HLA-B15:01 with pseudo-sequence HLA-B15:01. The binding affinity (normalized) is 0.754.